Dataset: Full USPTO retrosynthesis dataset with 1.9M reactions from patents (1976-2016). Task: Predict the reactants needed to synthesize the given product. Given the product [NH2:7][C@H:8]1[CH2:12][CH2:11][CH2:10][C@@H:9]1[O:13][C:14]1[CH:19]=[C:18]([F:20])[CH:17]=[CH:16][C:15]=1[NH:21][C:22]1[C:23]2[C:30]([CH3:31])=[C:29]([C:32]([NH2:33])=[O:34])[S:28][C:24]=2[N:25]=[CH:26][N:27]=1, predict the reactants needed to synthesize it. The reactants are: C(OC(=O)[NH:7][CH:8]1[CH2:12][CH2:11][CH2:10][CH:9]1[O:13][C:14]1[CH:19]=[C:18]([F:20])[CH:17]=[CH:16][C:15]=1[NH:21][C:22]1[C:23]2[C:30]([CH3:31])=[C:29]([C:32](=[O:34])[NH2:33])[S:28][C:24]=2[N:25]=[CH:26][N:27]=1)(C)(C)C.FC(F)(F)C(O)=O.